Predict the reaction yield, written as a fraction of the theoretical maximum amount of product (1.0 means a 100% yield; for example, 0.34 means a 34% yield). From a dataset of Reaction yield outcomes from USPTO patents with 853,638 reactions. (1) The reactants are Br[C:2]1C2C3=C4C(=CC=2)C=CC(Br)=C4C=CC3=C[CH:3]=1.BrC1C2C3=C4C(=CC=2)C(Br)=CC=C4C=CC3=CC=1.C([Li])CCC.[CH:42]([C:44]1[C:57]2[C:58]3=[C:59]4[C:54](=[CH:55][CH:56]=2)[CH:53]=[CH:52][C:51]([CH:60]=[O:61])=[C:50]4C=C[C:47]3=[CH:46][CH:45]=1)=[O:43].C(C1C2C3=C4C(=CC=2)C(C=O)=CC=C4C=CC3=CC=1)=O. The catalyst is CN(C=O)C.C1COCC1. The product is [CH:42]([C:44]1[CH:57]=[C:56]2[C:55]3=[C:54]4[C:53](=[CH:52][C:51]([CH:60]=[O:61])=[CH:50][C:59]4=[CH:58][CH:47]=[C:46]3[CH:45]=1)[CH:3]=[CH:2]2)=[O:43]. The yield is 0.630. (2) The reactants are [F:1][C:2]1[CH:10]=[CH:9][C:5]([C:6](O)=[O:7])=[CH:4][C:3]=1[N+:11]([O-:13])=[O:12].C(Cl)Cl.C(Cl)(=O)C(Cl)=O.C[N:24](C=O)C. No catalyst specified. The product is [F:1][C:2]1[CH:10]=[CH:9][C:5]([C:6]([NH2:24])=[O:7])=[CH:4][C:3]=1[N+:11]([O-:13])=[O:12]. The yield is 0.760. (3) The catalyst is C(O)C. The yield is 0.940. The product is [ClH:28].[ClH:1].[Cl:28][C:25]1[CH:24]=[N:23][C:22]([O:21][CH:18]2[CH2:19][CH2:20][N:15]([C:13](=[O:14])[C@@H:9]([NH2:8])[CH:10]([CH3:12])[CH3:11])[CH2:16][CH2:17]2)=[N:27][CH:26]=1. The reactants are [ClH:1].C(OC(=O)[NH:8][C@H:9]([C:13]([N:15]1[CH2:20][CH2:19][CH:18]([O:21][C:22]2[N:27]=[CH:26][C:25]([Cl:28])=[CH:24][N:23]=2)[CH2:17][CH2:16]1)=[O:14])[CH:10]([CH3:12])[CH3:11])(C)(C)C. (4) The reactants are [CH3:1][N:2]([CH3:7])[CH2:3][CH2:4][CH2:5][NH2:6].[NH2:8][C:9]1[C:14]([C:15]#[N:16])=[CH:13][N:12]=[C:11]([NH:17][C:18]2[CH:23]=[CH:22][C:21]([S:24](F)(=[O:26])=[O:25])=[CH:20][CH:19]=2)[N:10]=1. No catalyst specified. The product is [NH2:8][C:9]1[C:14]([C:15]#[N:16])=[CH:13][N:12]=[C:11]([NH:17][C:18]2[CH:19]=[CH:20][C:21]([S:24](=[O:26])(=[O:25])[NH:6][CH2:5][CH2:4][CH2:3][N:2]([CH3:7])[CH3:1])=[CH:22][CH:23]=2)[N:10]=1. The yield is 0.550. (5) The reactants are [F:1][C@H:2]([CH2:16]OS(C1C=CC(C)=CC=1)(=O)=O)[CH2:3][N:4]1[CH:8]=[C:7]([C:9]([O:11][C:12]([CH3:15])([CH3:14])[CH3:13])=[O:10])[N:6]=[N:5]1.[Na+].[I-:29]. The catalyst is CC(C)=O. The product is [F:1][C@H:2]([CH2:16][I:29])[CH2:3][N:4]1[CH:8]=[C:7]([C:9]([O:11][C:12]([CH3:15])([CH3:14])[CH3:13])=[O:10])[N:6]=[N:5]1. The yield is 0.910. (6) The product is [BrH:1].[Br:1][CH:6]([C:8]1[CH:9]=[C:10]([C:26]([N:28]([CH3:30])[CH3:29])=[O:27])[CH:11]=[C:12]2[C:17]=1[O:16][C:15]([N:18]1[CH2:23][CH2:22][O:21][C@H:20]([CH3:24])[CH2:19]1)=[CH:14][C:13]2=[O:25])[CH3:7]. The catalyst is ClCCCl.C(OCC)C. The reactants are [Br:1]P(Br)Br.O[CH:6]([C:8]1[CH:9]=[C:10]([C:26]([N:28]([CH3:30])[CH3:29])=[O:27])[CH:11]=[C:12]2[C:17]=1[O:16][C:15]([N:18]1[CH2:23][CH2:22][O:21][C@H:20]([CH3:24])[CH2:19]1)=[CH:14][C:13]2=[O:25])[CH3:7]. The yield is 1.24. (7) No catalyst specified. The product is [CH2:1]([C:8]1[C:9](=[O:11])[N:36]([C:33]2[N:32]=[CH:31][C:30]([S:27]([N:26]([CH2:25][CH2:24][CH2:23][O:22][CH2:15][C:16]3[CH:17]=[CH:18][CH:19]=[CH:20][CH:21]=3)[CH:38]3[CH2:42][CH2:41][CH2:40][CH2:39]3)(=[O:29])=[O:28])=[CH:35][CH:34]=2)[NH:37][CH:13]=1)[C:2]1[CH:3]=[CH:4][CH:5]=[CH:6][CH:7]=1. The reactants are [CH2:1]([CH:8]([CH:13]=O)[C:9]([O:11]C)=O)[C:2]1[CH:7]=[CH:6][CH:5]=[CH:4][CH:3]=1.[CH2:15]([O:22][CH2:23][CH2:24][CH2:25][N:26]([CH:38]1[CH2:42][CH2:41][CH2:40][CH2:39]1)[S:27]([C:30]1[CH:31]=[N:32][C:33]([NH:36][NH2:37])=[CH:34][CH:35]=1)(=[O:29])=[O:28])[C:16]1[CH:21]=[CH:20][CH:19]=[CH:18][CH:17]=1. The yield is 0.550.